This data is from NCI-60 drug combinations with 297,098 pairs across 59 cell lines. The task is: Regression. Given two drug SMILES strings and cell line genomic features, predict the synergy score measuring deviation from expected non-interaction effect. (1) Drug 1: C1=NC2=C(N=C(N=C2N1C3C(C(C(O3)CO)O)F)Cl)N. Drug 2: CC(C)NC(=O)C1=CC=C(C=C1)CNNC.Cl. Cell line: SF-268. Synergy scores: CSS=-1.62, Synergy_ZIP=1.70, Synergy_Bliss=6.47, Synergy_Loewe=1.16, Synergy_HSA=1.09. (2) Drug 1: CN1C2=C(C=C(C=C2)N(CCCl)CCCl)N=C1CCCC(=O)O.Cl. Cell line: BT-549. Drug 2: CCC1(C2=C(COC1=O)C(=O)N3CC4=CC5=C(C=CC(=C5CN(C)C)O)N=C4C3=C2)O.Cl. Synergy scores: CSS=21.7, Synergy_ZIP=-0.0460, Synergy_Bliss=-1.52, Synergy_Loewe=-20.8, Synergy_HSA=-1.48. (3) Cell line: HS 578T. Synergy scores: CSS=30.0, Synergy_ZIP=-6.52, Synergy_Bliss=-0.702, Synergy_Loewe=3.29, Synergy_HSA=4.50. Drug 1: C(CC(=O)O)C(=O)CN.Cl. Drug 2: N.N.Cl[Pt+2]Cl. (4) Synergy scores: CSS=36.4, Synergy_ZIP=4.14, Synergy_Bliss=4.21, Synergy_Loewe=-19.4, Synergy_HSA=0.522. Cell line: UO-31. Drug 1: CC1C(C(CC(O1)OC2CC(OC(C2O)C)OC3=CC4=CC5=C(C(=O)C(C(C5)C(C(=O)C(C(C)O)O)OC)OC6CC(C(C(O6)C)O)OC7CC(C(C(O7)C)O)OC8CC(C(C(O8)C)O)(C)O)C(=C4C(=C3C)O)O)O)O. Drug 2: C1C(C(OC1N2C=NC3=C2NC=NCC3O)CO)O. (5) Drug 1: CC1C(C(CC(O1)OC2CC(CC3=C2C(=C4C(=C3O)C(=O)C5=C(C4=O)C(=CC=C5)OC)O)(C(=O)C)O)N)O.Cl. Synergy scores: CSS=34.0, Synergy_ZIP=0.944, Synergy_Bliss=1.35, Synergy_Loewe=-4.89, Synergy_HSA=0.807. Drug 2: CC12CCC3C(C1CCC2O)C(CC4=C3C=CC(=C4)O)CCCCCCCCCS(=O)CCCC(C(F)(F)F)(F)F. Cell line: K-562. (6) Drug 1: CCCS(=O)(=O)NC1=C(C(=C(C=C1)F)C(=O)C2=CNC3=C2C=C(C=N3)C4=CC=C(C=C4)Cl)F. Drug 2: CC1OCC2C(O1)C(C(C(O2)OC3C4COC(=O)C4C(C5=CC6=C(C=C35)OCO6)C7=CC(=C(C(=C7)OC)O)OC)O)O. Cell line: U251. Synergy scores: CSS=51.2, Synergy_ZIP=-0.249, Synergy_Bliss=0.923, Synergy_Loewe=-14.3, Synergy_HSA=2.07. (7) Drug 1: CCC1=C2CN3C(=CC4=C(C3=O)COC(=O)C4(CC)O)C2=NC5=C1C=C(C=C5)O. Drug 2: COCCOC1=C(C=C2C(=C1)C(=NC=N2)NC3=CC=CC(=C3)C#C)OCCOC.Cl. Cell line: DU-145. Synergy scores: CSS=42.2, Synergy_ZIP=1.77, Synergy_Bliss=5.57, Synergy_Loewe=-20.0, Synergy_HSA=2.75. (8) Drug 1: C1CN(P(=O)(OC1)NCCCl)CCCl. Drug 2: CC1C(C(CC(O1)OC2CC(CC3=C2C(=C4C(=C3O)C(=O)C5=CC=CC=C5C4=O)O)(C(=O)C)O)N)O. Cell line: HCT-15. Synergy scores: CSS=32.1, Synergy_ZIP=-2.04, Synergy_Bliss=-3.76, Synergy_Loewe=-35.5, Synergy_HSA=-2.60. (9) Drug 1: CCC1(CC2CC(C3=C(CCN(C2)C1)C4=CC=CC=C4N3)(C5=C(C=C6C(=C5)C78CCN9C7C(C=CC9)(C(C(C8N6C=O)(C(=O)OC)O)OC(=O)C)CC)OC)C(=O)OC)O.OS(=O)(=O)O. Drug 2: CCC1(CC2CC(C3=C(CCN(C2)C1)C4=CC=CC=C4N3)(C5=C(C=C6C(=C5)C78CCN9C7C(C=CC9)(C(C(C8N6C)(C(=O)OC)O)OC(=O)C)CC)OC)C(=O)OC)O.OS(=O)(=O)O. Cell line: NCI-H522. Synergy scores: CSS=48.7, Synergy_ZIP=1.87, Synergy_Bliss=4.27, Synergy_Loewe=-4.36, Synergy_HSA=1.85.